Task: Regression. Given a peptide amino acid sequence and an MHC pseudo amino acid sequence, predict their binding affinity value. This is MHC class II binding data.. Dataset: Peptide-MHC class II binding affinity with 134,281 pairs from IEDB (1) The peptide sequence is EPIAAYHFDLSGKAF. The MHC is DRB1_0404 with pseudo-sequence DRB1_0404. The binding affinity (normalized) is 0.433. (2) The peptide sequence is LLDNRSNHYEEVIAS. The MHC is DRB1_0401 with pseudo-sequence DRB1_0401. The binding affinity (normalized) is 0.362. (3) The peptide sequence is KKVGQVTLLDLLKLTVA. The MHC is HLA-DQA10102-DQB10501 with pseudo-sequence HLA-DQA10102-DQB10501. The binding affinity (normalized) is 0.733.